This data is from Forward reaction prediction with 1.9M reactions from USPTO patents (1976-2016). The task is: Predict the product of the given reaction. (1) Given the reactants Br[C:2]1[O:6][C:5]([CH3:7])=[C:4]([CH:8]=[O:9])[CH:3]=1.[CH3:10][C:11]1[CH:16]=[CH:15][C:14](B2OC(C)(C)C(C)(C)O2)=[CH:13][N:12]=1.C(=O)([O-])[O-].[Na+].[Na+].COCCOC, predict the reaction product. The product is: [CH3:10][C:11]1[N:12]=[CH:13][C:14]([C:2]2[O:6][C:5]([CH3:7])=[C:4]([CH:8]=[O:9])[CH:3]=2)=[CH:15][CH:16]=1. (2) Given the reactants Br[CH2:2][CH2:3][CH2:4][CH2:5][N:6]1[C:14]2[C:9](=[CH:10][CH:11]=[CH:12][CH:13]=2)[CH:8]=[C:7]1[C:15]1[CH:20]=[CH:19][CH:18]=[CH:17][CH:16]=1.[OH:21][C:22]1[C:27]([CH3:28])=[C:26]([OH:29])[CH:25]=[CH:24][C:23]=1[C:30](=[O:35])[CH2:31][CH:32]([CH3:34])[CH3:33], predict the reaction product. The product is: [OH:21][C:22]1[C:27]([CH3:28])=[C:26]([O:29][CH2:2][CH2:3][CH2:4][CH2:5][N:6]2[C:14]3[C:9](=[CH:10][CH:11]=[CH:12][CH:13]=3)[CH:8]=[C:7]2[C:15]2[CH:20]=[CH:19][CH:18]=[CH:17][CH:16]=2)[CH:25]=[CH:24][C:23]=1[C:30](=[O:35])[CH2:31][CH:32]([CH3:33])[CH3:34]. (3) The product is: [NH2:1][C:4]1[C:13]2[CH2:12][CH2:11][CH2:10][CH2:9][C:8]=2[CH:7]=[CH:6][C:5]=1[NH:14][C:15]1[CH:20]=[CH:19][C:18]([NH:21][C:22](=[O:28])[O:23][C:24]([CH3:26])([CH3:25])[CH3:27])=[CH:17][CH:16]=1. Given the reactants [N+:1]([C:4]1[C:13]2[CH2:12][CH2:11][CH2:10][CH2:9][C:8]=2[CH:7]=[CH:6][C:5]=1[NH:14][C:15]1[CH:20]=[CH:19][C:18]([NH:21][C:22](=[O:28])[O:23][C:24]([CH3:27])([CH3:26])[CH3:25])=[CH:17][CH:16]=1)([O-])=O, predict the reaction product. (4) Given the reactants C(=O)([O-])[O-].[K+].[K+].F[C:8]1[CH:15]=[CH:14][CH:13]=[CH:12][C:9]=1[CH:10]=[O:11].[C:16]([NH:23][C@H:24]([C:33]([OH:35])=[O:34])[CH2:25][C:26]1[CH:31]=[CH:30][C:29]([OH:32])=[CH:28][CH:27]=1)([O:18][C:19]([CH3:22])([CH3:21])[CH3:20])=[O:17], predict the reaction product. The product is: [C:19]([O:18][C:16]([NH:23][CH:24]([CH2:25][C:26]1[CH:31]=[CH:30][C:29]([O:32][C:8]2[CH:15]=[CH:14][CH:13]=[CH:12][C:9]=2[CH:10]=[O:11])=[CH:28][CH:27]=1)[C:33]([OH:35])=[O:34])=[O:17])([CH3:22])([CH3:20])[CH3:21]. (5) Given the reactants P([O-])([O-])([O-])=O.[K+].[K+].[K+].COC(C)(C)C.[NH2:15][CH:16]([C:24]1[CH:29]=[CH:28][C:27]([O:30][CH3:31])=[CH:26][CH:25]=1)[CH2:17][C:18]([O:20]CCC)=[O:19], predict the reaction product. The product is: [NH2:15][CH:16]([C:24]1[CH:25]=[CH:26][C:27]([O:30][CH3:31])=[CH:28][CH:29]=1)[CH2:17][C:18]([OH:20])=[O:19]. (6) Given the reactants C(OC([N:8]1[CH2:13][CH2:12][N:11]([C:14]2[CH:19]=[CH:18][C:17]([C:20](=[O:63])[NH:21][C:22]3[C:27]([Cl:28])=[CH:26][C:25]([C:29]4[CH:34]=[CH:33][C:32]([C:35]5[N:36]=[C:37]([C@@H:40]6[CH2:44][C@H:43]([C:45]#[N:46])[CH2:42][N:41]6[C:47](=[O:57])[C@@H:48]([NH:52][C:53]([O:55][CH3:56])=[O:54])[CH:49]([CH3:51])[CH3:50])[NH:38][CH:39]=5)=[CH:31][CH:30]=4)=[C:24]([O:58][C:59]([F:62])([F:61])[F:60])[CH:23]=3)=[CH:16][N:15]=2)[C@H:10]([CH3:64])[CH2:9]1)=O)(C)(C)C.[O:65]1CCOCC1, predict the reaction product. The product is: [CH3:56][O:55][C:53](=[O:54])[NH:52][C@H:48]([C:47]([N:41]1[CH2:42][C@@H:43]([C:45](=[O:65])[NH2:46])[CH2:44][C@H:40]1[C:37]1[NH:38][CH:39]=[C:35]([C:32]2[CH:33]=[CH:34][C:29]([C:25]3[CH:26]=[C:27]([Cl:28])[C:22]([NH:21][C:20]([C:17]4[CH:16]=[N:15][C:14]([N:11]5[CH2:12][CH2:13][NH:8][CH2:9][C@H:10]5[CH3:64])=[CH:19][CH:18]=4)=[O:63])=[CH:23][C:24]=3[O:58][C:59]([F:60])([F:61])[F:62])=[CH:30][CH:31]=2)[N:36]=1)=[O:57])[CH:49]([CH3:50])[CH3:51]. (7) Given the reactants [Br:1][CH:2]([P:9](=[O:14])([O:12]C)[O:10]C)[C:3]1[CH:8]=[CH:7][CH:6]=[CH:5][CH:4]=1.C[Si](Br)(C)C, predict the reaction product. The product is: [Br:1][CH:2]([P:9](=[O:10])([OH:14])[OH:12])[C:3]1[CH:8]=[CH:7][CH:6]=[CH:5][CH:4]=1.